From a dataset of Full USPTO retrosynthesis dataset with 1.9M reactions from patents (1976-2016). Predict the reactants needed to synthesize the given product. Given the product [OH:1][C@@H:2]1[C:10]2[C:5](=[CH:6][CH:7]=[CH:8][CH:9]=2)[CH2:4][C@@:3]1([CH2:20][C:21]1[CH:29]=[CH:28][C:24]([C:25]([O:27][CH3:30])=[O:26])=[CH:23][CH:22]=1)[C:11]1[CH2:12][C:13]2[C:18]([CH:19]=1)=[CH:17][CH:16]=[CH:15][CH:14]=2, predict the reactants needed to synthesize it. The reactants are: [OH:1][C@@H:2]1[C:10]2[C:5](=[CH:6][CH:7]=[CH:8][CH:9]=2)[CH2:4][C@@:3]1([CH2:20][C:21]1[CH:29]=[CH:28][C:24]([C:25]([OH:27])=[O:26])=[CH:23][CH:22]=1)[C:11]1[CH2:12][C:13]2[C:18]([CH:19]=1)=[CH:17][CH:16]=[CH:15][CH:14]=2.[C:30]([O-])([O-])=O.[K+].[K+].CI.